Regression. Given a peptide amino acid sequence and an MHC pseudo amino acid sequence, predict their binding affinity value. This is MHC class I binding data. From a dataset of Peptide-MHC class I binding affinity with 185,985 pairs from IEDB/IMGT. (1) The MHC is HLA-A26:01 with pseudo-sequence HLA-A26:01. The binding affinity (normalized) is 0.127. The peptide sequence is EITGPIIMI. (2) The peptide sequence is GPLVRKIFV. The MHC is HLA-B07:02 with pseudo-sequence HLA-B07:02. The binding affinity (normalized) is 0.332. (3) The peptide sequence is RLKFSLSYK. The MHC is HLA-B15:42 with pseudo-sequence HLA-B15:42. The binding affinity (normalized) is 0.213. (4) The peptide sequence is WEIQQVVDA. The MHC is HLA-B18:01 with pseudo-sequence HLA-B18:01. The binding affinity (normalized) is 0.214. (5) The peptide sequence is MARLGKGYMF. The MHC is Mamu-A01 with pseudo-sequence Mamu-A01. The binding affinity (normalized) is 0.263.